From a dataset of Full USPTO retrosynthesis dataset with 1.9M reactions from patents (1976-2016). Predict the reactants needed to synthesize the given product. (1) Given the product [F:1][C:2]([F:21])([F:20])[S:3]([O:6][C:7]1[CH:8]=[C:9]2[C:14](=[CH:15][CH:16]=1)[C:13]([CH3:18])([CH3:17])[O:12][CH2:11][CH:10]2[F:28])(=[O:5])=[O:4], predict the reactants needed to synthesize it. The reactants are: [F:1][C:2]([F:21])([F:20])[S:3]([O:6][C:7]1[CH:8]=[C:9]2[C:14](=[CH:15][CH:16]=1)[C:13]([CH3:18])([CH3:17])[O:12][CH2:11][CH:10]2O)(=[O:5])=[O:4].CCN(S(F)(F)[F:28])CC. (2) The reactants are: [F:1][C:2]1[CH:3]=[C:4]([CH:6]=[CH:7][C:8]=1[O:9][C:10]1[CH:15]=[CH:14][N:13]=[C:12]([C:16]2[CH:17]=[N:18][N:19]([CH3:21])[CH:20]=2)[CH:11]=1)[NH2:5].[O:22]=[C:23]1[N:27]([CH:28]2[CH2:33][CH2:32][O:31][CH2:30][CH2:29]2)[CH2:26][CH2:25][N:24]1[C:34](Cl)=[O:35].O. Given the product [F:1][C:2]1[CH:3]=[C:4]([NH:5][C:34]([N:24]2[CH2:25][CH2:26][N:27]([CH:28]3[CH2:33][CH2:32][O:31][CH2:30][CH2:29]3)[C:23]2=[O:22])=[O:35])[CH:6]=[CH:7][C:8]=1[O:9][C:10]1[CH:15]=[CH:14][N:13]=[C:12]([C:16]2[CH:17]=[N:18][N:19]([CH3:21])[CH:20]=2)[CH:11]=1, predict the reactants needed to synthesize it. (3) Given the product [F:22][C:4]1[CH:3]=[C:2]([B:26]2[O:27][C:28]([CH3:30])([CH3:29])[C:24]([CH3:40])([CH3:23])[O:25]2)[CH:7]=[CH:6][C:5]=1[CH2:8][N:9]1[CH2:14][CH2:13][N:12]([C:15]([O:17][C:18]([CH3:21])([CH3:20])[CH3:19])=[O:16])[CH2:11][CH2:10]1, predict the reactants needed to synthesize it. The reactants are: Br[C:2]1[CH:7]=[CH:6][C:5]([CH2:8][N:9]2[CH2:14][CH2:13][N:12]([C:15]([O:17][C:18]([CH3:21])([CH3:20])[CH3:19])=[O:16])[CH2:11][CH2:10]2)=[C:4]([F:22])[CH:3]=1.[CH3:23][C:24]1([CH3:40])[C:28]([CH3:30])([CH3:29])[O:27][B:26]([B:26]2[O:27][C:28]([CH3:30])([CH3:29])[C:24]([CH3:40])([CH3:23])[O:25]2)[O:25]1.C([O-])(=O)C.[K+]. (4) Given the product [NH2:1][C:2]1[CH:10]=[CH:9][CH:8]=[C:7]([O:11][CH3:12])[C:3]=1[C:4]([NH:20][CH2:13][C:14]1[CH:19]=[CH:18][CH:17]=[CH:16][CH:15]=1)=[O:6], predict the reactants needed to synthesize it. The reactants are: [NH2:1][C:2]1[CH:10]=[CH:9][CH:8]=[C:7]([O:11][CH3:12])[C:3]=1[C:4]([OH:6])=O.[CH2:13]([NH2:20])[C:14]1[CH:19]=[CH:18][CH:17]=[CH:16][CH:15]=1.C(N(C(C)C)CC)(C)C.[Cl-].ClC1N(C)CC[NH+]1C.